This data is from NCI-60 drug combinations with 297,098 pairs across 59 cell lines. The task is: Regression. Given two drug SMILES strings and cell line genomic features, predict the synergy score measuring deviation from expected non-interaction effect. (1) Drug 1: C1CN1P(=S)(N2CC2)N3CC3. Drug 2: C(CC(=O)O)C(=O)CN.Cl. Cell line: A498. Synergy scores: CSS=-0.671, Synergy_ZIP=-2.47, Synergy_Bliss=-5.09, Synergy_Loewe=-5.48, Synergy_HSA=-4.12. (2) Drug 1: CCC1=C2CN3C(=CC4=C(C3=O)COC(=O)C4(CC)O)C2=NC5=C1C=C(C=C5)O. Drug 2: CCN(CC)CCNC(=O)C1=C(NC(=C1C)C=C2C3=C(C=CC(=C3)F)NC2=O)C. Cell line: SNB-19. Synergy scores: CSS=37.5, Synergy_ZIP=1.50, Synergy_Bliss=3.59, Synergy_Loewe=-37.3, Synergy_HSA=3.37. (3) Drug 1: C1=C(C(=O)NC(=O)N1)F. Drug 2: CN(CCCl)CCCl.Cl. Cell line: SK-MEL-2. Synergy scores: CSS=28.0, Synergy_ZIP=0.997, Synergy_Bliss=-2.15, Synergy_Loewe=-6.59, Synergy_HSA=-5.64. (4) Drug 2: CCN(CC)CCCC(C)NC1=C2C=C(C=CC2=NC3=C1C=CC(=C3)Cl)OC. Drug 1: CC(C)(C#N)C1=CC(=CC(=C1)CN2C=NC=N2)C(C)(C)C#N. Synergy scores: CSS=13.4, Synergy_ZIP=-4.48, Synergy_Bliss=1.39, Synergy_Loewe=-0.954, Synergy_HSA=-0.584. Cell line: SF-295. (5) Drug 1: CC1C(C(=O)NC(C(=O)N2CCCC2C(=O)N(CC(=O)N(C(C(=O)O1)C(C)C)C)C)C(C)C)NC(=O)C3=C4C(=C(C=C3)C)OC5=C(C(=O)C(=C(C5=N4)C(=O)NC6C(OC(=O)C(N(C(=O)CN(C(=O)C7CCCN7C(=O)C(NC6=O)C(C)C)C)C)C(C)C)C)N)C. Drug 2: COC1=C2C(=CC3=C1OC=C3)C=CC(=O)O2. Cell line: SF-539. Synergy scores: CSS=18.5, Synergy_ZIP=-0.473, Synergy_Bliss=9.82, Synergy_Loewe=-5.10, Synergy_HSA=3.91. (6) Drug 1: COC1=CC(=CC(=C1O)OC)C2C3C(COC3=O)C(C4=CC5=C(C=C24)OCO5)OC6C(C(C7C(O6)COC(O7)C8=CC=CS8)O)O. Drug 2: C1=CN(C(=O)N=C1N)C2C(C(C(O2)CO)O)O.Cl. Cell line: CAKI-1. Synergy scores: CSS=66.5, Synergy_ZIP=0.519, Synergy_Bliss=0.195, Synergy_Loewe=4.42, Synergy_HSA=8.13. (7) Drug 1: CC12CCC3C(C1CCC2O)C(CC4=C3C=CC(=C4)O)CCCCCCCCCS(=O)CCCC(C(F)(F)F)(F)F. Drug 2: CC12CCC3C(C1CCC2OP(=O)(O)O)CCC4=C3C=CC(=C4)OC(=O)N(CCCl)CCCl.[Na+]. Cell line: EKVX. Synergy scores: CSS=6.25, Synergy_ZIP=1.48, Synergy_Bliss=-1.05, Synergy_Loewe=-0.544, Synergy_HSA=-0.120.